This data is from NCI-60 drug combinations with 297,098 pairs across 59 cell lines. The task is: Regression. Given two drug SMILES strings and cell line genomic features, predict the synergy score measuring deviation from expected non-interaction effect. (1) Drug 1: CC(C)(C#N)C1=CC(=CC(=C1)CN2C=NC=N2)C(C)(C)C#N. Drug 2: C#CCC(CC1=CN=C2C(=N1)C(=NC(=N2)N)N)C3=CC=C(C=C3)C(=O)NC(CCC(=O)O)C(=O)O. Cell line: RXF 393. Synergy scores: CSS=10.4, Synergy_ZIP=-5.12, Synergy_Bliss=-4.12, Synergy_Loewe=-9.58, Synergy_HSA=-3.85. (2) Drug 1: C1=C(C(=O)NC(=O)N1)N(CCCl)CCCl. Drug 2: C1=CC=C(C(=C1)C(C2=CC=C(C=C2)Cl)C(Cl)Cl)Cl. Cell line: CCRF-CEM. Synergy scores: CSS=54.1, Synergy_ZIP=-1.86, Synergy_Bliss=-2.86, Synergy_Loewe=-19.2, Synergy_HSA=-2.09. (3) Drug 1: CCC1(CC2CC(C3=C(CCN(C2)C1)C4=CC=CC=C4N3)(C5=C(C=C6C(=C5)C78CCN9C7C(C=CC9)(C(C(C8N6C)(C(=O)OC)O)OC(=O)C)CC)OC)C(=O)OC)O.OS(=O)(=O)O. Drug 2: C1CN(P(=O)(OC1)NCCCl)CCCl. Cell line: OVCAR-8. Synergy scores: CSS=1.49, Synergy_ZIP=1.55, Synergy_Bliss=1.51, Synergy_Loewe=-0.120, Synergy_HSA=-0.185. (4) Drug 1: CN(C)N=NC1=C(NC=N1)C(=O)N. Drug 2: CC1=C(C(CCC1)(C)C)C=CC(=CC=CC(=CC(=O)O)C)C. Cell line: A498. Synergy scores: CSS=5.30, Synergy_ZIP=-1.65, Synergy_Bliss=0.302, Synergy_Loewe=1.31, Synergy_HSA=0.452. (5) Drug 1: C1=NNC2=C1C(=O)NC=N2. Drug 2: CC(C)CN1C=NC2=C1C3=CC=CC=C3N=C2N. Cell line: U251. Synergy scores: CSS=2.29, Synergy_ZIP=4.87, Synergy_Bliss=5.94, Synergy_Loewe=1.17, Synergy_HSA=2.87. (6) Drug 1: CS(=O)(=O)C1=CC(=C(C=C1)C(=O)NC2=CC(=C(C=C2)Cl)C3=CC=CC=N3)Cl. Drug 2: CNC(=O)C1=NC=CC(=C1)OC2=CC=C(C=C2)NC(=O)NC3=CC(=C(C=C3)Cl)C(F)(F)F. Cell line: HOP-92. Synergy scores: CSS=15.2, Synergy_ZIP=-8.98, Synergy_Bliss=-10.6, Synergy_Loewe=-11.6, Synergy_HSA=-11.7. (7) Drug 1: C1=CC(=CC=C1CCC2=CNC3=C2C(=O)NC(=N3)N)C(=O)NC(CCC(=O)O)C(=O)O. Drug 2: CN(C)C1=NC(=NC(=N1)N(C)C)N(C)C. Cell line: K-562. Synergy scores: CSS=56.3, Synergy_ZIP=10.7, Synergy_Bliss=11.2, Synergy_Loewe=-9.85, Synergy_HSA=8.87.